From a dataset of Reaction yield outcomes from USPTO patents with 853,638 reactions. Predict the reaction yield, written as a fraction of the theoretical maximum amount of product (1.0 means a 100% yield; for example, 0.34 means a 34% yield). (1) The reactants are [Cl:1][C:2]1[CH:7]=[C:6]([Cl:8])[C:5]([O:9][CH3:10])=[CH:4][C:3]=1[NH:11][C:12]1[C:17]([C:18]#[N:19])=[CH:16][N:15]=[C:14]2[C:20]([C:23]3[CH:28]=[CH:27][C:26]([CH:29]=O)=[CH:25][CH:24]=3)=[CH:21][S:22][C:13]=12.[CH3:31][NH:32][CH3:33].O1CCCC1.C(O[BH-](OC(=O)C)OC(=O)C)(=O)C.[Na+]. The catalyst is ClCCl.C(O)(=O)C.CN(C)C=O. The product is [Cl:1][C:2]1[CH:7]=[C:6]([Cl:8])[C:5]([O:9][CH3:10])=[CH:4][C:3]=1[NH:11][C:12]1[C:17]([C:18]#[N:19])=[CH:16][N:15]=[C:14]2[C:20]([C:23]3[CH:24]=[CH:25][C:26]([CH2:29][N:32]([CH3:33])[CH3:31])=[CH:27][CH:28]=3)=[CH:21][S:22][C:13]=12. The yield is 0.690. (2) The reactants are [Br:1][C:2]1[C:7]([CH3:8])=[CH:6][CH:5]=[CH:4][N+:3]=1[O-].[CH2:10]([N:12](CC)CC)C.[Si](C#N)(C)(C)C. The catalyst is C(#N)C. The product is [Br:1][C:2]1[N:3]=[C:4]([C:10]#[N:12])[CH:5]=[CH:6][C:7]=1[CH3:8]. The yield is 0.340. (3) The product is [NH2:36][C:37]1[C:42]([C:43]#[N:44])=[C:41]([NH:1][C@H:2]([C:4]2[N:9]([C:10]3[CH:15]=[CH:14][CH:13]=[CH:12][CH:11]=3)[C:8](=[O:16])[C:7]3=[C:17]([C:20]#[C:21][CH2:22][CH2:23][CH2:24][C:25]([N:27]4[CH2:32][CH2:31][N:30]([CH:33]([CH3:35])[CH3:34])[CH2:29][CH2:28]4)=[O:26])[CH:18]=[CH:19][N:6]3[N:5]=2)[CH3:3])[N:40]=[CH:39][N:38]=1. The yield is 0.250. The catalyst is C(O)(C)(C)C. The reactants are [NH2:1][C@H:2]([C:4]1[N:9]([C:10]2[CH:15]=[CH:14][CH:13]=[CH:12][CH:11]=2)[C:8](=[O:16])[C:7]2=[C:17]([C:20]#[C:21][CH2:22][CH2:23][CH2:24][C:25]([N:27]3[CH2:32][CH2:31][N:30]([CH:33]([CH3:35])[CH3:34])[CH2:29][CH2:28]3)=[O:26])[CH:18]=[CH:19][N:6]2[N:5]=1)[CH3:3].[NH2:36][C:37]1[C:42]([C:43]#[N:44])=[C:41](Cl)[N:40]=[CH:39][N:38]=1.CCN(C(C)C)C(C)C. (4) The reactants are [C:1]1([N:7]2[C:17]3[C:12](=[CH:13][CH:14]=[CH:15][CH:16]=3)[C:10](=O)[C:8]2=[O:9])[CH:6]=[CH:5][CH:4]=[CH:3][CH:2]=1.[NH2:18][C:19]1[CH:20]=[CH:21][C:22]([Cl:25])=[N:23][CH:24]=1. No catalyst specified. The product is [Cl:25][C:22]1[N:23]=[CH:24][C:19]([N:18]=[C:10]2[C:12]3[C:17](=[CH:16][CH:15]=[CH:14][CH:13]=3)[N:7]([C:1]3[CH:6]=[CH:5][CH:4]=[CH:3][CH:2]=3)[C:8]2=[O:9])=[CH:20][CH:21]=1. The yield is 0.590. (5) The reactants are [CH3:1][N:2]([CH3:24])[CH2:3][CH2:4][O:5][C:6]1[CH:11]=[CH:10][C:9]([C:12]2[C:20]3[C:15](=[CH:16][CH:17]=[C:18]([C:21]([NH2:23])=O)[CH:19]=3)[NH:14][N:13]=2)=[CH:8][CH:7]=1.COC(OC)[N:28]([CH3:30])C.[NH2:33]N. The catalyst is C(O)(=O)C. The product is [NH:33]1[C:21]([C:18]2[CH:19]=[C:20]3[C:15](=[CH:16][CH:17]=2)[NH:14][N:13]=[C:12]3[C:9]2[CH:10]=[CH:11][C:6]([O:5][CH2:4][CH2:3][N:2]([CH3:24])[CH3:1])=[CH:7][CH:8]=2)=[N:23][CH:30]=[N:28]1. The yield is 0.865. (6) The reactants are [NH2:1][CH:2]([C:4]1[CH:9]=[CH:8][C:7]([NH:10][C:11]2[N:16]=[C:15]([CH2:17][CH2:18][C:19]3[CH:24]=[CH:23][CH:22]=[CH:21][C:20]=3[C:25]3([C:28]([NH2:30])=[O:29])[CH2:27][CH2:26]3)[C:14]([C:31]([F:34])([F:33])[F:32])=[CH:13][N:12]=2)=[CH:6][CH:5]=1)[CH3:3].N1C=CC=CC=1.[C:41](OC(=O)C)(=[O:43])[CH3:42]. The catalyst is C(Cl)Cl. The product is [C:41]([NH:1][CH:2]([C:4]1[CH:5]=[CH:6][C:7]([NH:10][C:11]2[N:16]=[C:15]([CH2:17][CH2:18][C:19]3[CH:24]=[CH:23][CH:22]=[CH:21][C:20]=3[C:25]3([C:28]([NH2:30])=[O:29])[CH2:26][CH2:27]3)[C:14]([C:31]([F:33])([F:34])[F:32])=[CH:13][N:12]=2)=[CH:8][CH:9]=1)[CH3:3])(=[O:43])[CH3:42]. The yield is 0.980. (7) The reactants are [Cl:1][C:2]1[CH:3]=[CH:4][C:5]2[N:6]([CH:8]=[C:9]([NH2:11])[N:10]=2)[N:7]=1.[C:12](Cl)(=[O:17])[C:13]([CH3:16])([CH3:15])[CH3:14]. The catalyst is CC(N(C)C)=O.O. The product is [Cl:1][C:2]1[CH:3]=[CH:4][C:5]2[N:6]([CH:8]=[C:9]([NH:11][C:12](=[O:17])[C:13]([CH3:16])([CH3:15])[CH3:14])[N:10]=2)[N:7]=1. The yield is 0.860.